The task is: Regression. Given a peptide amino acid sequence and an MHC pseudo amino acid sequence, predict their binding affinity value. This is MHC class II binding data.. This data is from Peptide-MHC class II binding affinity with 134,281 pairs from IEDB. (1) The peptide sequence is SPAIFQSSMTKILEP. The MHC is DRB1_1501 with pseudo-sequence DRB1_1501. The binding affinity (normalized) is 0.503. (2) The peptide sequence is AFKVAATAANAAPCN. The MHC is HLA-DPA10103-DPB10301 with pseudo-sequence HLA-DPA10103-DPB10301. The binding affinity (normalized) is 0.782. (3) The peptide sequence is EKMFVSPTPGQRNPY. The MHC is DRB3_0101 with pseudo-sequence DRB3_0101. The binding affinity (normalized) is 0.137. (4) The peptide sequence is KKGAGGITIKKTGQA. The MHC is DRB1_0401 with pseudo-sequence DRB1_0401. The binding affinity (normalized) is 0.0418. (5) The peptide sequence is IITFKDKTDIHRLEP. The MHC is DRB1_0801 with pseudo-sequence DRB1_0801. The binding affinity (normalized) is 0.305. (6) The binding affinity (normalized) is 0.788. The peptide sequence is YDKFLANASTVLTGK. The MHC is DRB1_1602 with pseudo-sequence DRB1_1602. (7) The MHC is DRB1_0701 with pseudo-sequence DRB1_0701. The binding affinity (normalized) is 0.996. The peptide sequence is EKKYFAATQFVPLAA. (8) The MHC is DRB1_0802 with pseudo-sequence DRB1_0802. The peptide sequence is EAEPPFGESNIVIGI. The binding affinity (normalized) is 0.387. (9) The peptide sequence is SLMYFHKRDMRLLSL. The MHC is DRB5_0101 with pseudo-sequence DRB5_0101. The binding affinity (normalized) is 0.808. (10) The peptide sequence is RLGKEFIRCLALPFR. The MHC is DRB3_0301 with pseudo-sequence DRB3_0301. The binding affinity (normalized) is 0.671.